This data is from Catalyst prediction with 721,799 reactions and 888 catalyst types from USPTO. The task is: Predict which catalyst facilitates the given reaction. (1) Reactant: [CH3:1][O:2][C:3]1[CH:8]=[CH:7][C:6]([NH:9][C:10]2[C:19]3[C:14](=[CH:15][CH:16]=[C:17]([C:20](=[O:23])[NH:21][CH3:22])[CH:18]=3)[N:13]=[CH:12][C:11]=2[C:24]([OH:26])=[O:25])=[CH:5][CH:4]=1.C(N(CC)C(C)C)(C)C.Cl[CH2:37][O:38][C:39](=[O:41])[CH3:40]. Product: [CH3:1][O:2][C:3]1[CH:8]=[CH:7][C:6]([NH:9][C:10]2[C:19]3[C:14](=[CH:15][CH:16]=[C:17]([C:20](=[O:23])[NH:21][CH3:22])[CH:18]=3)[N:13]=[CH:12][C:11]=2[C:24]([O:26][CH2:37][O:38][C:39](=[O:41])[CH3:40])=[O:25])=[CH:5][CH:4]=1. The catalyst class is: 9. (2) Reactant: [CH:1]1[C:13]2[CH:12]([CH2:14][O:15][C:16]([NH:18][C@@H:19]([CH2:23][C:24]3[CH:29]=[CH:28][C:27]([C:30]([O:32][C:33]([CH3:36])([CH3:35])[CH3:34])=[O:31])=[CH:26][CH:25]=3)[C:20](O)=[O:21])=[O:17])[C:11]3[C:6](=[CH:7][CH:8]=[CH:9][CH:10]=3)[C:5]=2[CH:4]=[CH:3][CH:2]=1.[Cl-].COC1N=C(OC)N=C([N+]2(C)CCOCC2)N=1.[CH3:55][Si:56]1([CH3:74])[CH2:60][C@@H:59]([C:61]([NH:63][C@H:64]2[C:73]3[C:68](=[CH:69][CH:70]=[CH:71][CH:72]=3)[CH2:67][CH2:66][CH2:65]2)=[O:62])[NH:58][CH2:57]1.C(O)(C(F)(F)F)=O.CCN(C(C)C)C(C)C. Product: [CH:1]1[C:13]2[CH:12]([CH2:14][O:15][C:16]([NH:18][C@H:19]([C:20]([N:58]3[C@H:59]([C:61](=[O:62])[NH:63][C@H:64]4[C:73]5[C:68](=[CH:69][CH:70]=[CH:71][CH:72]=5)[CH2:67][CH2:66][CH2:65]4)[CH2:60][Si:56]([CH3:74])([CH3:55])[CH2:57]3)=[O:21])[CH2:23][C:24]3[CH:25]=[CH:26][C:27]([C:30]([O:32][C:33]([CH3:36])([CH3:35])[CH3:34])=[O:31])=[CH:28][CH:29]=3)=[O:17])[C:11]3[C:6](=[CH:7][CH:8]=[CH:9][CH:10]=3)[C:5]=2[CH:4]=[CH:3][CH:2]=1. The catalyst class is: 3. (3) Reactant: [Cl:1][C:2]1[CH:3]=[CH:4][C:5]2[C:11]3[N:12]=[C:13]([NH:16][C:17]4[CH:22]=[CH:21][C:20]([N+:23]([O-])=O)=[CH:19][CH:18]=4)[N:14]=[CH:15][C:10]=3[CH2:9][N:8]=[C:7]([C:26]3[C:31]([F:32])=[CH:30][CH:29]=[CH:28][C:27]=3[F:33])[C:6]=2[CH:34]=1.C([O-])(O)=O.[Na+]. Product: [Cl:1][C:2]1[CH:3]=[CH:4][C:5]2[C:11]3[N:12]=[C:13]([NH:16][C:17]4[CH:18]=[CH:19][C:20]([NH2:23])=[CH:21][CH:22]=4)[N:14]=[CH:15][C:10]=3[CH2:9][N:8]=[C:7]([C:26]3[C:31]([F:32])=[CH:30][CH:29]=[CH:28][C:27]=3[F:33])[C:6]=2[CH:34]=1. The catalyst class is: 13. (4) Reactant: C[O:2][C:3]([CH:5]1[CH2:10][CH2:9][CH:8]([O:11][C:12]([N:14]2[CH2:20][CH2:19][CH2:18][C@H:17]([N:21]([CH2:28][C:29]3[CH:34]=[C:33]([C:35]([F:38])([F:37])[F:36])[CH:32]=[C:31]([C:39]([F:42])([F:41])[F:40])[CH:30]=3)[C:22]3[N:23]=[N:24][N:25]([CH3:27])[N:26]=3)[C:16]3[CH:43]=[C:44]([CH3:51])[C:45]([C:47]([F:50])([F:49])[F:48])=[CH:46][C:15]2=3)=[O:13])[CH2:7][CH2:6]1)=[O:4].[OH-].[Na+].Cl. Product: [C:3]([CH:5]1[CH2:10][CH2:9][CH:8]([O:11][C:12]([N:14]2[CH2:20][CH2:19][CH2:18][C@H:17]([N:21]([CH2:28][C:29]3[CH:34]=[C:33]([C:35]([F:37])([F:36])[F:38])[CH:32]=[C:31]([C:39]([F:41])([F:40])[F:42])[CH:30]=3)[C:22]3[N:23]=[N:24][N:25]([CH3:27])[N:26]=3)[C:16]3[CH:43]=[C:44]([CH3:51])[C:45]([C:47]([F:50])([F:49])[F:48])=[CH:46][C:15]2=3)=[O:13])[CH2:7][CH2:6]1)([OH:4])=[O:2]. The catalyst class is: 24. (5) Reactant: Cl[C:2]1[C:7]([Cl:8])=[CH:6][N:5]=[C:4]([NH2:9])[C:3]=1[F:10].C(O)(=O)C.[O:15]1[C:19]2([CH2:24][CH2:23][NH:22][CH2:21][CH2:20]2)[CH2:18][NH:17][C:16]1=[O:25].C(N(CC)CC)C. Product: [NH2:9][C:4]1[C:3]([F:10])=[C:2]([N:22]2[CH2:21][CH2:20][C:19]3([O:15][C:16](=[O:25])[NH:17][CH2:18]3)[CH2:24][CH2:23]2)[C:7]([Cl:8])=[CH:6][N:5]=1. The catalyst class is: 37. (6) Reactant: [C:1]1(=[O:8])[O:7][CH2:6][CH2:5][CH2:4][CH2:3][CH2:2]1.S(=O)(=O)(O)O.[C:14](OCC)(=[O:16])C.CCCCCC. Product: [OH:16][CH2:14][CH2:5][CH2:4][CH2:3][CH2:2][C:1]([O:7][CH3:6])=[O:8]. The catalyst class is: 5. (7) The catalyst class is: 10. Reactant: CS[C:3]1[S:4][C:5](=[CH:9][C:10]2[C:18]3[C:13](=[N:14][CH:15]=[CH:16][CH:17]=3)[NH:12][CH:11]=2)[C:6](=[O:8])[N:7]=1.[CH:19]1([NH2:22])[CH2:21][CH2:20]1.C(N(C(C)C)CC)(C)C. Product: [CH:19]1([NH:22][C:3]2[S:4]/[C:5](=[CH:9]\[C:10]3[C:18]4[C:13](=[N:14][CH:15]=[CH:16][CH:17]=4)[NH:12][CH:11]=3)/[C:6](=[O:8])[N:7]=2)[CH2:21][CH2:20]1.